Dataset: Catalyst prediction with 721,799 reactions and 888 catalyst types from USPTO. Task: Predict which catalyst facilitates the given reaction. (1) Reactant: [CH:1]([C:4]1[N:8]2[CH:9]=[C:10]([C:13]#[C:14][C:15]3[CH:20]=[CH:19][CH:18]=[C:17]([CH3:21])[N:16]=3)[CH:11]=[CH:12][C:7]2=[N:6][N:5]=1)([CH3:3])[CH3:2].[N:22]([Si](C)(C)C)=[N+:23]=[N-:24]. Product: [CH:1]([C:4]1[N:8]2[CH:9]=[C:10]([C:13]3[N:22]=[N:23][NH:24][C:14]=3[C:15]3[CH:20]=[CH:19][CH:18]=[C:17]([CH3:21])[N:16]=3)[CH:11]=[CH:12][C:7]2=[N:6][N:5]=1)([CH3:3])[CH3:2]. The catalyst class is: 3. (2) Reactant: [C:9](O[C:9]([O:11][C:12]([CH3:15])([CH3:14])[CH3:13])=[O:10])([O:11][C:12]([CH3:15])([CH3:14])[CH3:13])=[O:10].[N+:16]([C:19]1[CH:28]=[CH:27][C:22]2[NH:23][CH2:24][CH2:25][O:26][C:21]=2[CH:20]=1)([O-:18])=[O:17]. Product: [N+:16]([C:19]1[CH:28]=[CH:27][C:22]2[N:23]([C:9]([O:11][C:12]([CH3:13])([CH3:14])[CH3:15])=[O:10])[CH2:24][CH2:25][O:26][C:21]=2[CH:20]=1)([O-:18])=[O:17]. The catalyst class is: 251.